From a dataset of Full USPTO retrosynthesis dataset with 1.9M reactions from patents (1976-2016). Predict the reactants needed to synthesize the given product. (1) Given the product [Br:21][C:18]1[CH:17]=[CH:16][C:15]([CH:6]([C:7]2[CH:12]=[CH:11][C:10]([F:13])=[CH:9][C:8]=2[F:14])[CH2:5][C:4]([OH:24])=[O:3])=[CH:20][CH:19]=1, predict the reactants needed to synthesize it. The reactants are: C([O:3][C:4](=[O:24])[CH:5](C#N)[CH:6]([C:15]1[CH:20]=[CH:19][C:18]([Br:21])=[CH:17][CH:16]=1)[C:7]1[CH:12]=[CH:11][C:10]([F:13])=[CH:9][C:8]=1[F:14])C.O.OS(O)(=O)=O. (2) The reactants are: [N+:1]([C:4]1[CH:5]=[C:6]([CH2:10][C:11]([O:13][CH2:14][CH3:15])=[O:12])[CH:7]=[CH:8][CH:9]=1)([O-:3])=[O:2].[O:16]1[CH2:21][CH2:20][CH:19]([CH:22]=O)[CH2:18][CH2:17]1. Given the product [N+:1]([C:4]1[CH:5]=[C:6]([C:10](=[CH:22][CH:19]2[CH2:20][CH2:21][O:16][CH2:17][CH2:18]2)[C:11]([O:13][CH2:14][CH3:15])=[O:12])[CH:7]=[CH:8][CH:9]=1)([O-:3])=[O:2], predict the reactants needed to synthesize it. (3) Given the product [CH:1]1([C:4]2[CH:5]=[C:6]([CH3:25])[C:7]([N:10]3[CH2:15][CH2:14][N:13]([C:16]([C:18]4[CH:23]=[CH:22][C:21]([N:29]5[CH2:28][C:27]([CH3:33])([CH3:26])[O:31][C:30]5=[O:32])=[CH:20][CH:19]=4)=[O:17])[CH2:12][CH2:11]3)=[N:8][CH:9]=2)[CH2:3][CH2:2]1, predict the reactants needed to synthesize it. The reactants are: [CH:1]1([C:4]2[CH:5]=[C:6]([CH3:25])[C:7]([N:10]3[CH2:15][CH2:14][N:13]([C:16]([C:18]4[CH:23]=[CH:22][C:21](I)=[CH:20][CH:19]=4)=[O:17])[CH2:12][CH2:11]3)=[N:8][CH:9]=2)[CH2:3][CH2:2]1.[CH3:26][C:27]1([CH3:33])[O:31][C:30](=[O:32])[N:29]=[CH:28]1. (4) Given the product [CH3:18][S:17][C:4]1[N:5]=[CH:6][C:7]2[C:8](=[O:16])[CH2:9][CH:10]([C:11]([O:13][CH2:14][CH3:15])=[O:12])[N:30]([C:25]3([CH2:24][O:23][Si:22]([CH:19]([CH3:21])[CH3:20])([CH:34]([CH3:36])[CH3:35])[CH:31]([CH3:33])[CH3:32])[CH2:29][CH2:28][CH2:27][CH2:26]3)[C:2]=2[N:3]=1, predict the reactants needed to synthesize it. The reactants are: Cl[C:2]1[C:7]([C:8](=[O:16])[CH:9]=[CH:10][C:11]([O:13][CH2:14][CH3:15])=[O:12])=[CH:6][N:5]=[C:4]([S:17][CH3:18])[N:3]=1.[CH:19]([Si:22]([CH:34]([CH3:36])[CH3:35])([CH:31]([CH3:33])[CH3:32])[O:23][CH2:24][C:25]1([NH2:30])[CH2:29][CH2:28][CH2:27][CH2:26]1)([CH3:21])[CH3:20].C(N(CC)CC)C.C(OCC)(=O)C.